From a dataset of Peptide-MHC class I binding affinity with 185,985 pairs from IEDB/IMGT. Regression. Given a peptide amino acid sequence and an MHC pseudo amino acid sequence, predict their binding affinity value. This is MHC class I binding data. The peptide sequence is LSYQHFRRL. The MHC is Patr-A0301 with pseudo-sequence Patr-A0301. The binding affinity (normalized) is 0.732.